Dataset: NCI-60 drug combinations with 297,098 pairs across 59 cell lines. Task: Regression. Given two drug SMILES strings and cell line genomic features, predict the synergy score measuring deviation from expected non-interaction effect. Drug 1: C1=CC(=CC=C1CCCC(=O)O)N(CCCl)CCCl. Drug 2: C1=CN(C(=O)N=C1N)C2C(C(C(O2)CO)O)O.Cl. Cell line: A549. Synergy scores: CSS=57.3, Synergy_ZIP=-1.68, Synergy_Bliss=-1.69, Synergy_Loewe=-5.77, Synergy_HSA=2.82.